Dataset: NCI-60 drug combinations with 297,098 pairs across 59 cell lines. Task: Regression. Given two drug SMILES strings and cell line genomic features, predict the synergy score measuring deviation from expected non-interaction effect. (1) Drug 1: C1CC(=O)NC(=O)C1N2CC3=C(C2=O)C=CC=C3N. Drug 2: CN(CCCl)CCCl.Cl. Cell line: MDA-MB-435. Synergy scores: CSS=2.68, Synergy_ZIP=2.21, Synergy_Bliss=5.60, Synergy_Loewe=0.474, Synergy_HSA=-0.380. (2) Cell line: CAKI-1. Drug 2: C1CCC(CC1)NC(=O)N(CCCl)N=O. Synergy scores: CSS=56.6, Synergy_ZIP=0.0399, Synergy_Bliss=-1.23, Synergy_Loewe=2.99, Synergy_HSA=5.25. Drug 1: CC1=C2C(C(=O)C3(C(CC4C(C3C(C(C2(C)C)(CC1OC(=O)C(C(C5=CC=CC=C5)NC(=O)OC(C)(C)C)O)O)OC(=O)C6=CC=CC=C6)(CO4)OC(=O)C)OC)C)OC. (3) Drug 1: CC(C1=C(C=CC(=C1Cl)F)Cl)OC2=C(N=CC(=C2)C3=CN(N=C3)C4CCNCC4)N. Drug 2: C1=NC2=C(N=C(N=C2N1C3C(C(C(O3)CO)O)O)F)N. Cell line: BT-549. Synergy scores: CSS=-5.24, Synergy_ZIP=0.242, Synergy_Bliss=-2.99, Synergy_Loewe=-7.21, Synergy_HSA=-7.08. (4) Drug 1: C(=O)(N)NO. Drug 2: CC1CCC2CC(C(=CC=CC=CC(CC(C(=O)C(C(C(=CC(C(=O)CC(OC(=O)C3CCCCN3C(=O)C(=O)C1(O2)O)C(C)CC4CCC(C(C4)OC)O)C)C)O)OC)C)C)C)OC. Cell line: NCIH23. Synergy scores: CSS=-2.27, Synergy_ZIP=2.48, Synergy_Bliss=5.82, Synergy_Loewe=-13.9, Synergy_HSA=0.479. (5) Drug 2: C1CNP(=O)(OC1)N(CCCl)CCCl. Synergy scores: CSS=67.3, Synergy_ZIP=-0.125, Synergy_Bliss=-1.65, Synergy_Loewe=-53.1, Synergy_HSA=-1.93. Cell line: KM12. Drug 1: CC=C1C(=O)NC(C(=O)OC2CC(=O)NC(C(=O)NC(CSSCCC=C2)C(=O)N1)C(C)C)C(C)C. (6) Drug 1: CC=C1C(=O)NC(C(=O)OC2CC(=O)NC(C(=O)NC(CSSCCC=C2)C(=O)N1)C(C)C)C(C)C. Drug 2: CC(C)(C#N)C1=CC(=CC(=C1)CN2C=NC=N2)C(C)(C)C#N. Cell line: NCI/ADR-RES. Synergy scores: CSS=0.989, Synergy_ZIP=-1.45, Synergy_Bliss=-5.44, Synergy_Loewe=-2.12, Synergy_HSA=-4.57.